This data is from Forward reaction prediction with 1.9M reactions from USPTO patents (1976-2016). The task is: Predict the product of the given reaction. (1) Given the reactants [NH2:1][CH:2]1[CH2:7][CH2:6][CH2:5][N:4]([C:8]2[CH:13]=[CH:12][N:11]=[C:10]([NH:14][C:15]3[CH:20]=[CH:19][CH:18]=[CH:17][C:16]=3[N+:21]([O-:23])=[O:22])[N:9]=2)[CH2:3]1.[CH2:24]([S:27](Cl)(=[O:29])=[O:28])[CH2:25][CH3:26].C(N(CC)CC)C, predict the reaction product. The product is: [N+:21]([C:16]1[CH:17]=[CH:18][CH:19]=[CH:20][C:15]=1[NH:14][C:10]1[N:9]=[C:8]([N:4]2[CH2:5][CH2:6][CH2:7][CH:2]([NH:1][S:27]([CH2:24][CH2:25][CH3:26])(=[O:29])=[O:28])[CH2:3]2)[CH:13]=[CH:12][N:11]=1)([O-:23])=[O:22]. (2) Given the reactants [F:1][C:2]1[CH:11]=[C:10]2[C:5]([C:6]([CH2:13][CH2:14][N:15]3[CH2:20][CH2:19][N:18]([C:21]4[C:26]5[CH:27]=[CH:28][S:29][C:25]=5[CH:24]=[CH:23][N:22]=4)[CH2:17][CH2:16]3)=[CH:7][C:8](=[O:12])[NH:9]2)=[CH:4][CH:3]=1.Cl[CH2:31][C:32]([NH2:34])=[O:33].C(=O)([O-])[O-].[K+].[K+].CN(C=O)C, predict the reaction product. The product is: [F:1][C:2]1[CH:11]=[C:10]2[C:5]([C:6]([CH2:13][CH2:14][N:15]3[CH2:20][CH2:19][N:18]([C:21]4[C:26]5[CH:27]=[CH:28][S:29][C:25]=5[CH:24]=[CH:23][N:22]=4)[CH2:17][CH2:16]3)=[CH:7][C:8](=[O:12])[N:9]2[CH2:31][C:32]([NH2:34])=[O:33])=[CH:4][CH:3]=1. (3) Given the reactants [CH:1]1([N:7]2[CH2:12][CH2:11][CH2:10][CH2:9][C:8]2=[O:13])[CH2:6][CH2:5][CH2:4][CH2:3][CH2:2]1.[Li+].CC([N-]C(C)C)C.Cl[CH2:23][C:24]1[C:33]2[C:28](=[CH:29][CH:30]=[CH:31][CH:32]=2)[CH:27]=[CH:26][C:25]=1[O:34][CH3:35], predict the reaction product. The product is: [CH:1]1([N:7]2[CH2:12][CH2:11][CH2:10][CH:9]([CH2:23][C:24]3[C:33]4[C:28](=[CH:29][CH:30]=[CH:31][CH:32]=4)[CH:27]=[CH:26][C:25]=3[O:34][CH3:35])[C:8]2=[O:13])[CH2:2][CH2:3][CH2:4][CH2:5][CH2:6]1. (4) Given the reactants [CH2:1]([O:5][C:6]1[N:15]=[CH:14][CH:13]=[C:12]2[C:7]=1[C:8]1[CH:22]=[C:21]([F:23])[CH:20]=[CH:19][C:9]=1[C:10]([C:16](C)=[CH2:17])=[N:11]2)[CH2:2][CH2:3][CH3:4].C[N+]1([O-])CC[O:28]CC1, predict the reaction product. The product is: [CH2:1]([O:5][C:6]1[N:15]=[CH:14][CH:13]=[C:12]2[C:7]=1[C:8]1[CH:22]=[C:21]([F:23])[CH:20]=[CH:19][C:9]=1[C:10]([C:16](=[O:28])[CH3:17])=[N:11]2)[CH2:2][CH2:3][CH3:4]. (5) Given the reactants O=[C:2]([CH3:12])[CH:3]([C:6]1[CH:11]=[CH:10][CH:9]=[CH:8][CH:7]=1)[C:4]#[N:5].O.[NH2:14][NH2:15].C(O)(=O)C, predict the reaction product. The product is: [CH3:12][C:2]1[C:3]([C:6]2[CH:11]=[CH:10][CH:9]=[CH:8][CH:7]=2)=[C:4]([NH2:5])[NH:15][N:14]=1. (6) Given the reactants [Br:1][C:2]1[N:7]=[C:6]([C:8]([OH:10])=O)[CH:5]=[CH:4][CH:3]=1.[CH:11]1([NH2:17])[CH2:16][CH2:15][CH2:14][CH2:13][CH2:12]1.C(N(CC)C(C)C)(C)C.CN(C(ON1N=NC2C=CC=CC1=2)=[N+](C)C)C.F[P-](F)(F)(F)(F)F, predict the reaction product. The product is: [Br:1][C:2]1[N:7]=[C:6]([C:8]([NH:17][CH:11]2[CH2:16][CH2:15][CH2:14][CH2:13][CH2:12]2)=[O:10])[CH:5]=[CH:4][CH:3]=1. (7) Given the reactants C(=O)([O-])[O-].[K+].[K+].C([O:10][C:11]1[C:16]([CH:17]2[CH2:19][CH2:18]2)=[CH:15][CH:14]=[CH:13][C:12]=1[Br:20])(=O)C.O.Cl, predict the reaction product. The product is: [Br:20][C:12]1[CH:13]=[CH:14][CH:15]=[C:16]([CH:17]2[CH2:18][CH2:19]2)[C:11]=1[OH:10].